From a dataset of Catalyst prediction with 721,799 reactions and 888 catalyst types from USPTO. Predict which catalyst facilitates the given reaction. (1) Reactant: [C:1]([O:5][C:6]([N:8]1[CH2:13][CH2:12][CH:11]([CH:14]([NH:24][CH3:25])[CH2:15][CH2:16][CH2:17][C:18]2[CH:23]=[CH:22][N:21]=[CH:20][CH:19]=2)[CH2:10][CH2:9]1)=[O:7])([CH3:4])([CH3:3])[CH3:2].C=O.[C:28](O[BH-](OC(=O)C)OC(=O)C)(=O)C.[Na+]. Product: [C:1]([O:5][C:6]([N:8]1[CH2:9][CH2:10][CH:11]([CH:14]([N:24]([CH3:28])[CH3:25])[CH2:15][CH2:16][CH2:17][C:18]2[CH:23]=[CH:22][N:21]=[CH:20][CH:19]=2)[CH2:12][CH2:13]1)=[O:7])([CH3:4])([CH3:3])[CH3:2]. The catalyst class is: 2. (2) Reactant: [Li]CCCC.C(NC(C)C)(C)C.[CH2:13]([N:20]1[CH:24]([CH3:25])[CH2:23][CH2:22][C:21]1=[O:26])[C:14]1[CH:19]=[CH:18][CH:17]=[CH:16][CH:15]=1.[C:27](=O)([O:30]C)[O:28][CH3:29]. Product: [CH2:13]([N:20]1[CH:24]([CH3:25])[CH2:23][CH:22]([C:27]([O:28][CH3:29])=[O:30])[C:21]1=[O:26])[C:14]1[CH:19]=[CH:18][CH:17]=[CH:16][CH:15]=1. The catalyst class is: 1. (3) Reactant: [C:1]([O:5][C:6]([N:8]1[CH2:13][CH2:12][CH:11]([NH:14][C:15]2[N:20]=[CH:19][C:18]([OH:21])=[CH:17][N:16]=2)[CH2:10][CH2:9]1)=[O:7])([CH3:4])([CH3:3])[CH3:2].C(=O)([O-])[O-].[K+].[K+].Br[CH2:29][C:30]#[N:31]. Product: [C:1]([O:5][C:6]([N:8]1[CH2:9][CH2:10][CH:11]([NH:14][C:15]2[N:20]=[CH:19][C:18]([O:21][CH2:29][C:30]#[N:31])=[CH:17][N:16]=2)[CH2:12][CH2:13]1)=[O:7])([CH3:4])([CH3:2])[CH3:3]. The catalyst class is: 3. (4) Reactant: [H-].[H-].[H-].[H-].[Li+].[Al+3].[CH3:7][N:8]1[CH2:31][CH2:30][C:11]2[N:12]([CH2:20][C:21]([N:23]3[CH2:28][CH2:27][N:26]([CH3:29])[CH2:25][CH2:24]3)=O)[C:13]3[CH:14]=[CH:15][C:16]([CH3:19])=[CH:17][C:18]=3[C:10]=2[CH2:9]1. Product: [CH3:7][N:8]1[CH2:31][CH2:30][C:11]2[N:12]([CH2:20][CH2:21][N:23]3[CH2:24][CH2:25][N:26]([CH3:29])[CH2:27][CH2:28]3)[C:13]3[CH:14]=[CH:15][C:16]([CH3:19])=[CH:17][C:18]=3[C:10]=2[CH2:9]1. The catalyst class is: 1. (5) Reactant: Cl.[NH2:2][C@H:3]1[CH2:7][CH2:6][CH2:5][C@@H:4]1[NH:8][C:9](=[O:21])[C:10]1[CH:15]=[CH:14][CH:13]=[CH:12][C:11]=1[N:16]1[N:20]=[CH:19][CH:18]=[N:17]1.F[C:23]1[C:28]([F:29])=[CH:27][C:26]([C:30]([F:33])([F:32])[F:31])=[CH:25][N:24]=1.CCN(C(C)C)C(C)C. Product: [F:29][C:28]1[C:23]([NH:2][C@H:3]2[CH2:7][CH2:6][CH2:5][C@@H:4]2[NH:8][C:9](=[O:21])[C:10]2[CH:15]=[CH:14][CH:13]=[CH:12][C:11]=2[N:16]2[N:17]=[CH:18][CH:19]=[N:20]2)=[N:24][CH:25]=[C:26]([C:30]([F:32])([F:31])[F:33])[CH:27]=1. The catalyst class is: 16. (6) Reactant: [O:1]=[C:2]1[C:11]2[C:6](=[CH:7][C:8]([C:12]#[N:13])=[CH:9][CH:10]=2)[CH2:5][S:4][CH2:3]1.[BH4-].[Na+]. Product: [OH:1][CH:2]1[C:11]2[C:6](=[CH:7][C:8]([C:12]#[N:13])=[CH:9][CH:10]=2)[CH2:5][S:4][CH2:3]1. The catalyst class is: 5.